This data is from Full USPTO retrosynthesis dataset with 1.9M reactions from patents (1976-2016). The task is: Predict the reactants needed to synthesize the given product. (1) Given the product [CH3:17][C:10]1[C:11]([CH3:16])=[C:12]([S:19][CH3:18])[CH:14]=[CH:15][C:9]=1[Br:8], predict the reactants needed to synthesize it. The reactants are: N(OC(C)(C)C)=O.[Br:8][C:9]1[CH:15]=[CH:14][C:12](N)=[C:11]([CH3:16])[C:10]=1[CH3:17].[CH3:18][S:19]SC. (2) Given the product [N:35]1([CH2:34][CH2:33][CH2:32][NH:31][CH2:15][CH2:14][CH2:13][O:12][C:8]2[CH:7]=[C:6]3[C:11](=[CH:10][CH:9]=2)[N:2]([CH3:1])[C:3](=[O:17])[CH:4]=[CH:5]3)[CH:39]=[CH:38][N:37]=[CH:36]1, predict the reactants needed to synthesize it. The reactants are: [CH3:1][N:2]1[C:11]2[C:6](=[CH:7][C:8]([O:12][CH2:13][CH2:14][CH:15]=O)=[CH:9][CH:10]=2)[CH:5]=[CH:4][C:3]1=[O:17].OC1C=C2C(=CC=1)N(C)C(=O)C=C2.[NH2:31][CH2:32][CH2:33][CH2:34][N:35]1[CH:39]=[CH:38][N:37]=[CH:36]1.[BH4-].[Na+]. (3) Given the product [CH3:21][C:19]1[CH:18]=[CH:17][C:15]2[N:16]=[C:11]([NH:9][CH2:8][CH2:7][N:1]3[CH2:6][CH2:5][CH2:4][CH2:3][CH2:2]3)[N:12]=[N+:13]([O-:22])[C:14]=2[CH:20]=1, predict the reactants needed to synthesize it. The reactants are: [N:1]1([CH2:7][CH2:8][NH2:9])[CH2:6][CH2:5][CH2:4][CH2:3][CH2:2]1.Cl[C:11]1[N:12]=[N+:13]([O-:22])[C:14]2[CH:20]=[C:19]([CH3:21])[CH:18]=[CH:17][C:15]=2[N:16]=1. (4) Given the product [NH2:1][C:2]1[S:3][C:4]([C:17]#[N:18])=[C:5]([C:7]2[CH:12]=[CH:11][N:10]=[C:9]([NH:40][C:39]3[CH:41]=[C:42]([CH3:44])[CH:43]=[C:37]([CH3:36])[CH:38]=3)[N:8]=2)[N:6]=1, predict the reactants needed to synthesize it. The reactants are: [NH2:1][C:2]1[S:3][C:4]([C:17]#[N:18])=[C:5]([C:7]2[CH:12]=[CH:11][N:10]=[C:9](S(C)(=O)=O)[N:8]=2)[N:6]=1.NC1SC(C#N)=C(C2C=CN=C(S(C)=O)N=2)N=1.[CH3:36][C:37]1[CH:38]=[C:39]([CH:41]=[C:42]([CH3:44])[CH:43]=1)[NH2:40]. (5) Given the product [CH2:1]([NH:3][C:4]([NH:5][C:6]1[CH:7]=[C:8]([C:21]2[S:22][CH:23]=[C:24]([C:26]([F:28])([F:29])[F:27])[N:25]=2)[C:9]([C:12]2[S:13][C:14]([C:17]3[O:19][C:20](=[O:31])[NH:32][N:33]=3)=[CH:15][N:16]=2)=[CH:10][N:11]=1)=[O:30])[CH3:2], predict the reactants needed to synthesize it. The reactants are: [CH2:1]([NH:3][C:4](=[O:30])[NH:5][C:6]1[N:11]=[CH:10][C:9]([C:12]2[S:13][C:14]([C:17]([O:19][CH3:20])=O)=[CH:15][N:16]=2)=[C:8]([C:21]2[S:22][CH:23]=[C:24]([C:26]([F:29])([F:28])[F:27])[N:25]=2)[CH:7]=1)[CH3:2].[OH2:31].[NH2:32][NH2:33].C(N(C(C)C)CC)(C)C.N1(C(N2C=CN=C2)=O)C=CN=C1. (6) Given the product [NH2:8][C:5]1[N:6]=[CH:7][C:2]([C:16]2[CH:15]=[CH:14][C:13]([C:26]3[C:27]([S:32]([NH:35][CH3:36])(=[O:33])=[O:34])=[CH:28][CH:29]=[CH:30][CH:31]=3)=[CH:12][C:11]=2[F:10])=[N:3][C:4]=1[CH3:9], predict the reactants needed to synthesize it. The reactants are: Br[C:2]1[N:3]=[C:4]([CH3:9])[C:5]([NH2:8])=[N:6][CH:7]=1.[F:10][C:11]1[CH:12]=[C:13]([C:26]2[C:27]([S:32]([NH:35][CH3:36])(=[O:34])=[O:33])=[CH:28][CH:29]=[CH:30][CH:31]=2)[CH:14]=[CH:15][C:16]=1B1OC(C)(C)C(C)(C)O1. (7) Given the product [C:61]([O:60][C@@H:59]1[C@H:55]([O:54][C:46](=[O:53])[C:47]2[CH:52]=[CH:51][CH:50]=[CH:49][CH:48]=2)[C@@H:56]([C:73]([NH:75][CH2:76][CH3:77])=[O:74])[O:57][C@H:58]1[N:39]1[CH:38]=[N:37][C:36]2[C:40]1=[N:41][C:42]([C:44]#[N:45])=[N:43][C:35]=2[NH:34][CH2:33][C:23]1[C:32]2[C:27](=[CH:28][CH:29]=[CH:30][CH:31]=2)[CH:26]=[CH:25][CH:24]=1)(=[O:68])[C:62]1[CH:67]=[CH:66][CH:65]=[CH:64][CH:63]=1, predict the reactants needed to synthesize it. The reactants are: N1(C2CCCCCCCCCC2)CCCCCCCCCN1.[C:23]1([CH2:33][NH:34][C:35]2[N:43]=[C:42]([C:44]#[N:45])[N:41]=[C:40]3[C:36]=2[N:37]=[CH:38][NH:39]3)[C:32]2[C:27](=[CH:28][CH:29]=[CH:30][CH:31]=2)[CH:26]=[CH:25][CH:24]=1.[C:46]([O:54][C@H:55]1[C@@H:59]([O:60][C:61](=[O:68])[C:62]2[CH:67]=[CH:66][CH:65]=[CH:64][CH:63]=2)[C@@H:58](OC(=O)C)[O:57][C@@H:56]1[C:73]([NH:75][CH2:76][CH3:77])=[O:74])(=[O:53])[C:47]1[CH:52]=[CH:51][CH:50]=[CH:49][CH:48]=1.C(O[C@H]1[C@@H](OC(=O)C2C=CC=CC=2)[C@H](OC(=O)C)O[C@@H]1C(NCC)=O)(=O)C1C=CC=CC=1.FC(F)(F)S(O[Si](C)(C)C)(=O)=O.